This data is from Experimentally validated miRNA-target interactions with 360,000+ pairs, plus equal number of negative samples. The task is: Binary Classification. Given a miRNA mature sequence and a target amino acid sequence, predict their likelihood of interaction. (1) The miRNA is hsa-miR-3617-3p with sequence CAUCAGCACCCUAUGUCCUUUCU. The protein sequence of the target gene is MGNLLKVLTCTDLEQGPNFFLDFENAQPTESEKEIYNQVNVVLKDAEGILEDLQSYRGAGHEIREAIQHPADEKLQEKAWGAVVPLVGKLKKFYEFSQRLEAALRGLLGALTSTPYSPTQHLEREQALAKQFAEILHFTLRFDELKMTNPAIQNDFSYYRRTLSRMRINNVPAEGENEVNNELANRMSLFYAEATPMLKTLSDATTKFVSENKNLPIENTTDCLSTMASVCRVMLETPEYRSRFTNEETVSFCLRVMVGVIILYDHVHPVGAFAKTSKIDMKGCIKVLKDQPPNSVEGLL.... Result: 1 (interaction). (2) The miRNA is mmu-miR-669j with sequence UGCAUAUACUCACAUGCAAACA. The protein sequence of the target gene is MEGLKDKTLQELEEMQNDPEAIARLALESPEVQDLQLEREMALATNRSLAEQNLEFQGPLEISRSNLSDKYQELRKLVERCQEQKAKLEKFSSALQPGTLLDLLQIEGMKIEEESEAMAEKFLEGEVPLETFLESFSSMRTLLHLRRVRVEKLQDVVRRPRALPELAGDVPPKRPPPPRPVPQATPPETEEQPPQPSVVTPYPLPYSPSPGLPVGPTAQGALQPAPFPVVAQPSSYGGPLGPYPSPHPGPRAMVGYSWSPQRSGPPQPGYPTAPTSTSGPGYPLVGGRTPGPGYPQQSPY.... Result: 0 (no interaction). (3) The miRNA is hsa-miR-1307-3p with sequence ACUCGGCGUGGCGUCGGUCGUG. The protein sequence of the target gene is MSDGDYDYLIKFLALGDSGVGKTSVLYQYTDGKFNSKFITTVGIDFREKRVVYRASGPDGATGRGQRIHLQLWDTAGQERFRSLTTAFFRDAMGFLLLFDLTNEQSFLNVRNWISQLQMHAYCENPDIVLCGNKSDLEDQRVVKEEEAIALAEKYGIPYFETSAANGTNISQAIEMLLDLIMKRMERCVDKSWIPEGVVRSNGHASTDQLSEEKEKGACGC. Result: 1 (interaction).